This data is from Peptide-MHC class I binding affinity with 185,985 pairs from IEDB/IMGT. The task is: Regression. Given a peptide amino acid sequence and an MHC pseudo amino acid sequence, predict their binding affinity value. This is MHC class I binding data. (1) The peptide sequence is AYMLFTKFFY. The MHC is HLA-A30:02 with pseudo-sequence HLA-A30:02. The binding affinity (normalized) is 0.936. (2) The peptide sequence is FLRGRAYGI. The MHC is HLA-A29:02 with pseudo-sequence HLA-A29:02. The binding affinity (normalized) is 0. (3) The peptide sequence is STVKTNLYMK. The MHC is HLA-A33:01 with pseudo-sequence HLA-A33:01. The binding affinity (normalized) is 0.